This data is from Full USPTO retrosynthesis dataset with 1.9M reactions from patents (1976-2016). The task is: Predict the reactants needed to synthesize the given product. Given the product [Br:15][C:9]1[C:10]([O:13][CH3:14])=[C:11]([Br:12])[C:6]2[S:18][C:17]([NH2:19])=[N:16][C:7]=2[CH:8]=1, predict the reactants needed to synthesize it. The reactants are: CS(C)=O.Br[C:6]1[C:11]([Br:12])=[C:10]([O:13][CH3:14])[C:9]([Br:15])=[CH:8][C:7]=1[NH:16][C:17]([NH:19]C(=O)OCC)=[S:18].C(=O)([O-])[O-].[K+].[K+].